From a dataset of Full USPTO retrosynthesis dataset with 1.9M reactions from patents (1976-2016). Predict the reactants needed to synthesize the given product. (1) Given the product [C:7]([NH:10][C@H:11]([CH2:17][C:18]1[CH:22]=[CH:21][S:20][CH:19]=1)[C:12]([O:14][CH2:15][CH3:16])=[O:13])(=[O:9])[CH3:8], predict the reactants needed to synthesize it. The reactants are: C(=O)([O-])O.[NH4+].O.[C:7]([NH:10][CH:11]([CH2:17][C:18]1[CH:22]=[CH:21][S:20][CH:19]=1)[C:12]([O:14][CH2:15][CH3:16])=[O:13])(=[O:9])[CH3:8]. (2) Given the product [Cl:9][C:10]1[CH:15]=[C:14]([NH:16][C:17]2[C:26]3[C:21](=[CH:22][CH:23]=[CH:24][C:25]=3[O:27][C@@H:28]([C@H:30]3[CH2:34][CH2:33][CH2:32][N:31]3[C:35](=[O:38])[CH2:36][OH:37])[CH3:29])[N:20]=[CH:19][N:18]=2)[CH:13]=[CH:12][C:11]=1[O:39][CH2:2][C:3]1[CH:8]=[CH:7][CH:6]=[CH:5][N:4]=1, predict the reactants needed to synthesize it. The reactants are: Cl[CH2:2][C:3]1[CH:8]=[CH:7][CH:6]=[CH:5][N:4]=1.[Cl:9][C:10]1[CH:15]=[C:14]([NH:16][C:17]2[C:26]3[C:21](=[CH:22][CH:23]=[CH:24][C:25]=3[O:27][C@@H:28]([C@H:30]3[CH2:34][CH2:33][CH2:32][N:31]3[C:35](=[O:38])[CH2:36][OH:37])[CH3:29])[N:20]=[CH:19][N:18]=2)[CH:13]=[CH:12][C:11]=1[OH:39].